Dataset: P-glycoprotein inhibition data for predicting drug efflux from Broccatelli et al.. Task: Regression/Classification. Given a drug SMILES string, predict its absorption, distribution, metabolism, or excretion properties. Task type varies by dataset: regression for continuous measurements (e.g., permeability, clearance, half-life) or binary classification for categorical outcomes (e.g., BBB penetration, CYP inhibition). Dataset: pgp_broccatelli. (1) The molecule is CN(C)CCCOC1(Cc2ccccc2)CCCCC1. The result is 0 (non-inhibitor). (2) The result is 0 (non-inhibitor). The molecule is CCC(=O)N(c1ccccc1)C1(COC)CCN(CCn2nnn(CC)c2=O)CC1. (3) The drug is COC(=O)c1ccc(-c2nc(-c3ccc(N(C)C)cc3)c(-c3ccc(N(C)C)cc3)[nH]2)cc1. The result is 1 (inhibitor).